Dataset: Reaction yield outcomes from USPTO patents with 853,638 reactions. Task: Predict the reaction yield, written as a fraction of the theoretical maximum amount of product (1.0 means a 100% yield; for example, 0.34 means a 34% yield). (1) The reactants are [F:1][C:2]1[C:12]2[C:11](=[O:13])[CH2:10][CH2:9][CH2:8][CH2:7][C:6]=2[CH:5]=[C:4]([N:14]2[CH2:18][C@H:17]([CH2:19][NH:20][C:21](=[O:23])[CH3:22])[O:16][C:15]2=[O:24])[CH:3]=1.CO[CH:27](OC)[N:28]([CH3:30])[CH3:29]. The catalyst is C(O)CC. The product is [CH3:27][N:28]([CH:30]=[C:10]1[CH2:9][CH2:8][CH2:7][C:6]2[CH:5]=[C:4]([N:14]3[CH2:18][C@H:17]([CH2:19][NH:20][C:21](=[O:23])[CH3:22])[O:16][C:15]3=[O:24])[CH:3]=[C:2]([F:1])[C:12]=2[C:11]1=[O:13])[CH3:29]. The yield is 0.900. (2) The reactants are C1([NH:7][C:8]([C:10]2[C:11](=[O:29])[N:12]([CH2:22][C:23]3[CH:28]=[CH:27][CH:26]=[CH:25][CH:24]=3)[C:13]3[C:18]([C:19]=2O)=[CH:17][C:16]([Cl:21])=[CH:15][CH:14]=3)=O)CCCCC1.P(Cl)(Cl)([Cl:32])=O. No catalyst specified. The product is [CH2:22]([N:12]1[C:13]2[C:18](=[CH:17][C:16]([Cl:21])=[CH:15][CH:14]=2)[C:19]([Cl:32])=[C:10]([C:8]#[N:7])[C:11]1=[O:29])[C:23]1[CH:28]=[CH:27][CH:26]=[CH:25][CH:24]=1. The yield is 0.510. (3) The product is [CH3:11][C@H:12]1[N:17]([CH2:18][C:19]([F:21])([F:22])[F:20])[C:16](=[O:23])[C@@H:15]([NH:24][C:6]([C:41]2[CH:42]=[C:43]3[CH2:57][C@@:56]4([C:63]5[C:53](=[N:52][CH:51]=[CH:50][CH:62]=5)[NH:54][C:55]4=[O:32])[CH2:45][C:44]3=[N:46][CH:40]=2)=[O:7])[CH2:14][C@H:13]1[C:25]1[CH:30]=[CH:29][CH:28]=[CH:27][C:26]=1[CH3:31]. The catalyst is O. The reactants are CC1C=CC([C:6]([O-])=[O:7])=CC=1.[CH3:11][C@H:12]1[N:17]([CH2:18][C:19]([F:22])([F:21])[F:20])[C:16](=[O:23])[C@@H:15]([NH3+:24])[CH2:14][C@H:13]1[C:25]1[CH:30]=[CH:29][CH:28]=[CH:27][C:26]=1[CH3:31].[O-:32]P([O-])([O-])=O.[K+].[K+].[K+].[CH:40]1[CH:41]=[CH:42][C:43]2N(O)N=[N:46][C:44]=2[CH:45]=1.[CH3:50][CH2:51][N:52]=[C:53]=[N:54][CH2:55][CH2:56][CH2:57]N(C)C.Cl.[CH3:62][C:63]#N. The yield is 0.890. (4) The reactants are [C:1]([C:3]([C:6]1[CH:7]=[C:8]([CH:12]=[CH:13][CH:14]=1)[C:9](Cl)=[O:10])([CH3:5])[CH3:4])#[N:2].[NH2:15][C:16]1[CH:17]=[C:18]([CH:35]=[CH:36][CH:37]=1)[O:19][C:20]1[CH:21]=[CH:22][C:23]2[N:24]([N:26]=[C:27]([NH:29][C:30]([CH:32]3[CH2:34][CH2:33]3)=[O:31])[N:28]=2)[CH:25]=1. The catalyst is CN(C)C(=O)C.C(OCC)(=O)C. The product is [C:1]([C:3]([C:6]1[CH:7]=[C:8]([CH:12]=[CH:13][CH:14]=1)[C:9]([NH:15][C:16]1[CH:37]=[CH:36][CH:35]=[C:18]([O:19][C:20]2[CH:21]=[CH:22][C:23]3[N:24]([N:26]=[C:27]([NH:29][C:30]([CH:32]4[CH2:33][CH2:34]4)=[O:31])[N:28]=3)[CH:25]=2)[CH:17]=1)=[O:10])([CH3:5])[CH3:4])#[N:2]. The yield is 0.420. (5) The reactants are O[C@@H]([C@H](O)C(O)=O)C(O)=O.[F:11][C:12]([F:36])([F:35])[O:13][C:14]1[CH:19]=[CH:18][C:17]([N:20]2[CH:24]=[N:23][C:22]([C:25]3[CH:30]=[CH:29][C:28]([CH2:31][C@H:32]([NH2:34])[CH3:33])=[CH:27][CH:26]=3)=[N:21]2)=[CH:16][CH:15]=1. The catalyst is CO. The product is [F:36][C:12]([F:11])([F:35])[O:13][C:14]1[CH:15]=[CH:16][C:17]([N:20]2[CH:24]=[N:23][C:22]([C:25]3[CH:30]=[CH:29][C:28]([CH2:31][C@H:32]([NH2:34])[CH3:33])=[CH:27][CH:26]=3)=[N:21]2)=[CH:18][CH:19]=1. The yield is 0.870. (6) The reactants are [Br:1][C:2]1[CH:9]=[CH:8][C:5]([C:6]#[N:7])=[C:4](F)[CH:3]=1.[CH3:11][O-:12].[Na+].C(Cl)Cl. The catalyst is C1COCC1. The product is [Br:1][C:2]1[CH:9]=[CH:8][C:5]([C:6]#[N:7])=[C:4]([O:12][CH3:11])[CH:3]=1. The yield is 0.800. (7) The reactants are [C:1]([C:4]1[CH:12]=[CH:11][CH:10]=[CH:9][C:5]=1[C:6]([OH:8])=[O:7])(=[O:3])[CH3:2].[CH3:13][C:14](=[CH:16][CH2:17][CH2:18][CH:19]([CH2:21][CH2:22]O)[CH3:20])[CH3:15].C1CCC(N=C=NC2CCCCC2)CC1. The catalyst is CN(C1C=CN=CC=1)C.ClCCl. The yield is 0.630. The product is [C:1]([C:4]1[CH:12]=[CH:11][CH:10]=[CH:9][C:5]=1[C:6]([O:8][CH2:22][CH2:21][CH:19]([CH3:20])[CH2:18][CH2:17][CH:16]=[C:14]([CH3:15])[CH3:13])=[O:7])(=[O:3])[CH3:2]. (8) The reactants are CN(C(ON1N=NC2C=CC=NC1=2)=[N+](C)C)C.F[P-](F)(F)(F)(F)F.[C:25]([O:29][C:30]([NH:32][C@@H:33]([C@H:45]([CH3:53])[CH2:46][CH:47]([CH3:52])[CH2:48][CH2:49][CH:50]=[CH2:51])[C:34]([N:36]1[CH2:40][C@H:39]([OH:41])[CH2:38][C@H:37]1[C:42](O)=[O:43])=[O:35])=[O:31])([CH3:28])([CH3:27])[CH3:26].Cl.[NH2:55][C@:56]1([C:61]([O:63][CH3:64])=[O:62])[CH2:58][C@H:57]1[CH:59]=[CH2:60].CCN(C(C)C)C(C)C. The catalyst is C(Cl)Cl. The product is [C:25]([O:29][C:30]([NH:32][C@@H:33]([C@H:45]([CH3:53])[CH2:46][CH:47]([CH3:52])[CH2:48][CH2:49][CH:50]=[CH2:51])[C:34]([N:36]1[CH2:40][C@H:39]([OH:41])[CH2:38][C@H:37]1[C:42]([NH:55][C@:56]1([C:61]([O:63][CH3:64])=[O:62])[CH2:58][C@H:57]1[CH:59]=[CH2:60])=[O:43])=[O:35])=[O:31])([CH3:28])([CH3:27])[CH3:26]. The yield is 0.910.